This data is from NCI-60 drug combinations with 297,098 pairs across 59 cell lines. The task is: Regression. Given two drug SMILES strings and cell line genomic features, predict the synergy score measuring deviation from expected non-interaction effect. (1) Drug 1: CC(CN1CC(=O)NC(=O)C1)N2CC(=O)NC(=O)C2. Drug 2: C(=O)(N)NO. Cell line: RXF 393. Synergy scores: CSS=15.9, Synergy_ZIP=-5.14, Synergy_Bliss=-2.88, Synergy_Loewe=-3.70, Synergy_HSA=-0.904. (2) Drug 1: CCC1=CC2CC(C3=C(CN(C2)C1)C4=CC=CC=C4N3)(C5=C(C=C6C(=C5)C78CCN9C7C(C=CC9)(C(C(C8N6C)(C(=O)OC)O)OC(=O)C)CC)OC)C(=O)OC. Drug 2: CC1CC(C(C(C=C(C(C(C=CC=C(C(=O)NC2=CC(=O)C(=C(C1)C2=O)OC)C)OC)OC(=O)N)C)C)O)OC. Cell line: T-47D. Synergy scores: CSS=42.9, Synergy_ZIP=6.87, Synergy_Bliss=1.55, Synergy_Loewe=2.99, Synergy_HSA=3.47. (3) Drug 1: C1CN1C2=NC(=NC(=N2)N3CC3)N4CC4. Drug 2: CC1=C(N=C(N=C1N)C(CC(=O)N)NCC(C(=O)N)N)C(=O)NC(C(C2=CN=CN2)OC3C(C(C(C(O3)CO)O)O)OC4C(C(C(C(O4)CO)O)OC(=O)N)O)C(=O)NC(C)C(C(C)C(=O)NC(C(C)O)C(=O)NCCC5=NC(=CS5)C6=NC(=CS6)C(=O)NCCC[S+](C)C)O. Cell line: NCI-H522. Synergy scores: CSS=23.8, Synergy_ZIP=-9.89, Synergy_Bliss=-0.810, Synergy_Loewe=-2.03, Synergy_HSA=3.61. (4) Drug 1: COC1=CC(=CC(=C1O)OC)C2C3C(COC3=O)C(C4=CC5=C(C=C24)OCO5)OC6C(C(C7C(O6)COC(O7)C8=CC=CS8)O)O. Drug 2: CC1=C(C=C(C=C1)C(=O)NC2=CC(=CC(=C2)C(F)(F)F)N3C=C(N=C3)C)NC4=NC=CC(=N4)C5=CN=CC=C5. Cell line: HOP-62. Synergy scores: CSS=47.4, Synergy_ZIP=0.944, Synergy_Bliss=1.67, Synergy_Loewe=-4.72, Synergy_HSA=2.63. (5) Cell line: PC-3. Drug 2: C(=O)(N)NO. Drug 1: CC1=C(C(=CC=C1)Cl)NC(=O)C2=CN=C(S2)NC3=CC(=NC(=N3)C)N4CCN(CC4)CCO. Synergy scores: CSS=12.4, Synergy_ZIP=-4.78, Synergy_Bliss=-0.493, Synergy_Loewe=-15.3, Synergy_HSA=0.267. (6) Drug 1: CNC(=O)C1=CC=CC=C1SC2=CC3=C(C=C2)C(=NN3)C=CC4=CC=CC=N4. Drug 2: C1=C(C(=O)NC(=O)N1)F. Cell line: EKVX. Synergy scores: CSS=28.5, Synergy_ZIP=-5.21, Synergy_Bliss=-0.213, Synergy_Loewe=2.59, Synergy_HSA=2.46. (7) Drug 2: CC1OCC2C(O1)C(C(C(O2)OC3C4COC(=O)C4C(C5=CC6=C(C=C35)OCO6)C7=CC(=C(C(=C7)OC)O)OC)O)O. Drug 1: CN1CCC(CC1)COC2=C(C=C3C(=C2)N=CN=C3NC4=C(C=C(C=C4)Br)F)OC. Synergy scores: CSS=33.1, Synergy_ZIP=11.2, Synergy_Bliss=12.5, Synergy_Loewe=5.54, Synergy_HSA=14.4. Cell line: 786-0. (8) Cell line: EKVX. Synergy scores: CSS=12.7, Synergy_ZIP=0.228, Synergy_Bliss=1.09, Synergy_Loewe=-27.7, Synergy_HSA=1.46. Drug 2: C1=CN(C=N1)CC(O)(P(=O)(O)O)P(=O)(O)O. Drug 1: CCC1=CC2CC(C3=C(CN(C2)C1)C4=CC=CC=C4N3)(C5=C(C=C6C(=C5)C78CCN9C7C(C=CC9)(C(C(C8N6C)(C(=O)OC)O)OC(=O)C)CC)OC)C(=O)OC.C(C(C(=O)O)O)(C(=O)O)O. (9) Drug 1: COC1=CC(=CC(=C1O)OC)C2C3C(COC3=O)C(C4=CC5=C(C=C24)OCO5)OC6C(C(C7C(O6)COC(O7)C8=CC=CS8)O)O. Drug 2: C1=CN(C(=O)N=C1N)C2C(C(C(O2)CO)O)O.Cl. Cell line: TK-10. Synergy scores: CSS=33.6, Synergy_ZIP=-4.33, Synergy_Bliss=-4.00, Synergy_Loewe=1.77, Synergy_HSA=3.29.